Predict the product of the given reaction. From a dataset of Forward reaction prediction with 1.9M reactions from USPTO patents (1976-2016). Given the reactants [CH:1]([CH:3]1[C:15]2[CH:14]=[C:13]([NH:16][C:17]([O:19][C:20]([CH3:23])([CH3:22])[CH3:21])=[O:18])[CH:12]=[CH:11][C:10]=2[C:9]2[C:4]1=[CH:5][C:6]([NH:24][C:25]([O:27][C:28]([CH3:31])([CH3:30])[CH3:29])=[O:26])=[CH:7][CH:8]=2)=[O:2].[BH4-].[Na+].C(O)(=O)C, predict the reaction product. The product is: [OH:2][CH2:1][CH:3]1[C:15]2[CH:14]=[C:13]([NH:16][C:17]([O:19][C:20]([CH3:21])([CH3:22])[CH3:23])=[O:18])[CH:12]=[CH:11][C:10]=2[C:9]2[C:4]1=[CH:5][C:6]([NH:24][C:25]([O:27][C:28]([CH3:31])([CH3:30])[CH3:29])=[O:26])=[CH:7][CH:8]=2.